This data is from Full USPTO retrosynthesis dataset with 1.9M reactions from patents (1976-2016). The task is: Predict the reactants needed to synthesize the given product. (1) Given the product [Br:1][C:25]1[C:26]([C:38]([F:40])([F:39])[F:41])=[N:27][N:28]([CH2:29][C:30]([O:32][CH2:33][CH2:34][N:35]([CH3:37])[CH3:36])=[O:31])[C:24]=1[C:22]1[S:23][C:19]([C:15]2[CH:16]=[CH:17][CH:18]=[C:13]([S:10]([CH3:9])(=[O:11])=[O:12])[CH:14]=2)=[CH:20][CH:21]=1, predict the reactants needed to synthesize it. The reactants are: [Br:1]N1C(=O)CCC1=O.[CH3:9][S:10]([C:13]1[CH:14]=[C:15]([C:19]2[S:23][C:22]([C:24]3[N:28]([CH2:29][C:30]([O:32][CH2:33][CH2:34][N:35]([CH3:37])[CH3:36])=[O:31])[N:27]=[C:26]([C:38]([F:41])([F:40])[F:39])[CH:25]=3)=[CH:21][CH:20]=2)[CH:16]=[CH:17][CH:18]=1)(=[O:12])=[O:11]. (2) Given the product [C:14]1([CH2:13][O:1][C:2]2[CH:10]=[CH:9][CH:8]=[C:7]3[C:3]=2[CH:4]=[N:5][NH:6]3)[CH:19]=[CH:18][CH:17]=[CH:16][CH:15]=1, predict the reactants needed to synthesize it. The reactants are: [OH:1][C:2]1[CH:10]=[CH:9][CH:8]=[C:7]2[C:3]=1[CH:4]=[N:5][NH:6]2.[H-].[Na+].[CH2:13](Br)[C:14]1[CH:19]=[CH:18][CH:17]=[CH:16][CH:15]=1. (3) Given the product [OH:28][N:27]=[C:19]([C:20]1[CH:25]=[CH:24][N:23]=[C:22]([CH3:26])[CH:21]=1)[CH2:18][CH:17]([C:14]1[CH:13]=[CH:12][C:11]([C:8]2[CH:9]=[CH:10][C:5]([C:3]([OH:4])=[O:2])=[CH:6][CH:7]=2)=[CH:16][CH:15]=1)[C:29]1[CH:34]=[CH:33][CH:32]=[CH:31][C:30]=1[CH3:35], predict the reactants needed to synthesize it. The reactants are: C[O:2][C:3]([C:5]1[CH:10]=[CH:9][C:8]([C:11]2[CH:16]=[CH:15][C:14]([CH:17]([C:29]3[CH:34]=[CH:33][CH:32]=[CH:31][C:30]=3[CH3:35])[CH2:18][C:19](=[N:27][OH:28])[C:20]3[CH:25]=[CH:24][N:23]=[C:22]([CH3:26])[CH:21]=3)=[CH:13][CH:12]=2)=[CH:7][CH:6]=1)=[O:4].CO.[OH-].[Li+].OS([O-])(=O)=O.[K+]. (4) Given the product [OH:27][B:18]1[C:17]2[CH:28]=[C:13]([O:12][CH2:11][CH2:10][CH2:9][OH:8])[CH:14]=[C:15]([CH3:29])[C:16]=2[CH:20]([CH2:21][C:22]([O:24][CH2:25][CH3:26])=[O:23])[O:19]1, predict the reactants needed to synthesize it. The reactants are: [Si]([O:8][CH2:9][CH2:10][CH2:11][O:12][C:13]1[CH:14]=[C:15]([CH3:29])[C:16]2[CH:20]([CH2:21][C:22]([O:24][CH2:25][CH3:26])=[O:23])[O:19][B:18]([OH:27])[C:17]=2[CH:28]=1)(C(C)(C)C)(C)C.C1COCC1.O.